Dataset: Peptide-MHC class II binding affinity with 134,281 pairs from IEDB. Task: Regression. Given a peptide amino acid sequence and an MHC pseudo amino acid sequence, predict their binding affinity value. This is MHC class II binding data. (1) The peptide sequence is PARLFKAFVLDSDNL. The MHC is HLA-DQA10101-DQB10501 with pseudo-sequence HLA-DQA10101-DQB10501. The binding affinity (normalized) is 0.713. (2) The peptide sequence is SEIEEFRDRARVPLT. The MHC is HLA-DPA10201-DPB10101 with pseudo-sequence HLA-DPA10201-DPB10101. The binding affinity (normalized) is 0.138. (3) The peptide sequence is VNMVRRGVRSLSNKI. The MHC is HLA-DQA10201-DQB10301 with pseudo-sequence HLA-DQA10201-DQB10301. The binding affinity (normalized) is 0.235. (4) The peptide sequence is YQVTYIVRGSGRVQV. The MHC is DRB1_0901 with pseudo-sequence DRB1_0901. The binding affinity (normalized) is 0.545. (5) The peptide sequence is IWYMWLGARYLEFEAKK. The MHC is DRB1_1101 with pseudo-sequence DRB1_1101. The binding affinity (normalized) is 0.680. (6) The peptide sequence is GEMLLRTAIGQVSRP. The MHC is DRB1_0802 with pseudo-sequence DRB1_0802. The binding affinity (normalized) is 0.469.